Task: Predict the reaction yield, written as a fraction of the theoretical maximum amount of product (1.0 means a 100% yield; for example, 0.34 means a 34% yield).. Dataset: Reaction yield outcomes from USPTO patents with 853,638 reactions (1) The reactants are [NH2:1][C:2]1[C:3]([F:27])=[C:4]([C:9]([C:11]2[C:19]3[C:14](=[N:15][CH:16]=[C:17]([C:20]4[CH:21]=[N:22][C:23]([CH3:26])=[N:24][CH:25]=4)[CH:18]=3)[NH:13][CH:12]=2)=[O:10])[C:5]([F:8])=[CH:6][CH:7]=1.[F:28][C:29]1[CH:34]=[CH:33][CH:32]=[CH:31][C:30]=1[S:35](Cl)(=[O:37])=[O:36].N1C=CC=CC=1. The catalyst is O1CCCC1. The product is [F:27][C:3]1[C:4]([C:9]([C:11]2[C:19]3[C:14](=[N:15][CH:16]=[C:17]([C:20]4[CH:21]=[N:22][C:23]([CH3:26])=[N:24][CH:25]=4)[CH:18]=3)[NH:13][CH:12]=2)=[O:10])=[C:5]([F:8])[CH:6]=[CH:7][C:2]=1[NH:1][S:35]([C:30]1[CH:31]=[CH:32][CH:33]=[CH:34][C:29]=1[F:28])(=[O:37])=[O:36]. The yield is 0.412. (2) The reactants are [CH2:1]([O:3][C:4](=[O:22])[C:5]([CH3:21])([O:14][C:15]1[CH:20]=[CH:19][CH:18]=[CH:17][CH:16]=1)[CH2:6][C:7]1[CH:12]=[CH:11][C:10]([OH:13])=[CH:9][CH:8]=1)[CH3:2].[CH2:23](Br)[CH:24]=[CH2:25].C(=O)([O-])[O-].[K+].[K+]. The catalyst is C(C(C)=O)C. The product is [CH2:1]([O:3][C:4](=[O:22])[C:5]([CH3:21])([O:14][C:15]1[CH:20]=[CH:19][CH:18]=[CH:17][CH:16]=1)[CH2:6][C:7]1[CH:12]=[CH:11][C:10]([O:13][CH2:25][CH:24]=[CH2:23])=[CH:9][CH:8]=1)[CH3:2]. The yield is 0.840.